Dataset: Full USPTO retrosynthesis dataset with 1.9M reactions from patents (1976-2016). Task: Predict the reactants needed to synthesize the given product. (1) Given the product [F:16][C:17]([F:28])([F:29])[C:18]1[CH:19]=[C:20]([C:21]2[O:14][C:12]([CH2:11][N:9]3[CH:10]=[C:6]([C:4]([O:3][CH2:1][CH3:2])=[O:5])[CH:7]=[N:8]3)=[N:24][N:23]=2)[CH:25]=[CH:26][CH:27]=1, predict the reactants needed to synthesize it. The reactants are: [CH2:1]([O:3][C:4]([C:6]1[CH:7]=[N:8][N:9]([CH2:11][C:12]([OH:14])=O)[CH:10]=1)=[O:5])[CH3:2].Cl.[F:16][C:17]([F:29])([F:28])[C:18]1[CH:19]=[C:20]([CH:25]=[CH:26][CH:27]=1)[C:21]([NH:23][NH2:24])=O.C(Br)(Br)(Br)Br.C1(P(C2C=CC=CC=2)C2C=CC=CC=2)C=CC=CC=1. (2) Given the product [C:1]1([S:7]([Br:11])(=[O:9])=[O:8])[CH:6]=[CH:5][CH:4]=[CH:3][CH:2]=1, predict the reactants needed to synthesize it. The reactants are: [C:1]1([S:7]([O-:9])=[O:8])[CH:6]=[CH:5][CH:4]=[CH:3][CH:2]=1.[Na+].[Br:11]Br. (3) Given the product [OH:31][CH2:30][C:22]1[C:23]([O:28][CH3:29])=[C:24]([O:26][CH3:27])[CH:25]=[C:20]([CH:6]([NH:7][C:8]2[CH:13]=[CH:12][C:11]([C:14]3[N:18]=[C:17]([CH3:19])[O:16][N:15]=3)=[CH:10][CH:9]=2)[C:5]2[NH:4][C:3](=[O:34])[N:35]([C:37]3[N:42]=[CH:41][CH:40]=[CH:39][N:38]=3)[N:36]=2)[CH:21]=1, predict the reactants needed to synthesize it. The reactants are: CO[C:3](=[O:34])[N:4]=[C:5](SC)[C:6]([C:20]1[CH:25]=[C:24]([O:26][CH3:27])[C:23]([O:28][CH3:29])=[C:22]([CH2:30][OH:31])[CH:21]=1)=[N:7][C:8]1[CH:13]=[CH:12][C:11]([C:14]2[N:18]=[C:17]([CH3:19])[O:16][N:15]=2)=[CH:10][CH:9]=1.[NH:35]([C:37]1[N:42]=[CH:41][CH:40]=[CH:39][N:38]=1)[NH2:36].C(N(CC)CC)C. (4) Given the product [CH2:22]([N:11]1[C:10]2[CH2:9][CH2:8][C@@H:7]([NH:15][C:16](=[O:20])[CH:17]([CH3:18])[CH3:19])[CH2:6][C:5]=2[C:4]2[C:12]1=[CH:13][CH:14]=[C:2]([Br:1])[CH:3]=2)[C:23]1[CH:28]=[CH:27][CH:26]=[CH:25][CH:24]=1, predict the reactants needed to synthesize it. The reactants are: [Br:1][C:2]1[CH:3]=[C:4]2[C:12](=[CH:13][CH:14]=1)[NH:11][C:10]1[CH2:9][CH2:8][C@@H:7]([NH:15][C:16](=[O:20])[CH:17]([CH3:19])[CH3:18])[CH2:6][C:5]2=1.Br[CH2:22][C:23]1[CH:28]=[CH:27][CH:26]=[C:25](F)[CH:24]=1. (5) Given the product [Cl:1][C:2]1[C:7]([C:8]2([F:24])[CH2:13][CH2:12][O:11][CH2:10][CH2:9]2)=[CH:6][CH:5]=[CH:4][N:3]=1, predict the reactants needed to synthesize it. The reactants are: [Cl:1][C:2]1[C:7]([C:8]2(O)[CH2:13][CH2:12][O:11][CH2:10][CH2:9]2)=[CH:6][CH:5]=[CH:4][N:3]=1.C(Cl)Cl.CCN(S(F)(F)[F:24])CC.